This data is from Reaction yield outcomes from USPTO patents with 853,638 reactions. The task is: Predict the reaction yield, written as a fraction of the theoretical maximum amount of product (1.0 means a 100% yield; for example, 0.34 means a 34% yield). (1) The reactants are C([O:4][CH2:5][C:6]([N:8]1[CH2:13][CH2:12][CH:11]([NH:14][C:15]([C:17]2[N:29]([CH3:30])[C:28]3[C:27]4[CH:26]=[CH:25][CH:24]=[CH:23][C:22]=4[N:21]([CH2:31][C:32]4[CH:37]=[CH:36][CH:35]=[C:34]([O:38][C:39]([F:42])([F:41])[F:40])[CH:33]=4)[C:20](=[O:43])[C:19]=3[C:18]=2[O:44][CH3:45])=[O:16])[CH2:10][CH2:9]1)=[O:7])(=O)C.C(=O)([O-])[O-].[K+].[K+].CO.O. The catalyst is C1COCC1.C(=O)([O-])O.[Na+]. The product is [OH:4][CH2:5][C:6]([N:8]1[CH2:13][CH2:12][CH:11]([NH:14][C:15]([C:17]2[N:29]([CH3:30])[C:28]3[C:27]4[CH:26]=[CH:25][CH:24]=[CH:23][C:22]=4[N:21]([CH2:31][C:32]4[CH:37]=[CH:36][CH:35]=[C:34]([O:38][C:39]([F:41])([F:42])[F:40])[CH:33]=4)[C:20](=[O:43])[C:19]=3[C:18]=2[O:44][CH3:45])=[O:16])[CH2:10][CH2:9]1)=[O:7]. The yield is 0.0400. (2) The reactants are [F:1][C:2]1[CH:7]=[CH:6][CH:5]=[CH:4][C:3]=1[C:8]1[NH:12][CH:11]=[C:10]([CH:13]=[O:14])[CH:9]=1.[I:15]N1C(=O)CCC1=O.O. The catalyst is CN(C)C=O. The product is [F:1][C:2]1[CH:7]=[CH:6][CH:5]=[CH:4][C:3]=1[C:8]1[NH:12][CH:11]=[C:10]([CH:13]=[O:14])[C:9]=1[I:15]. The yield is 0.140. (3) No catalyst specified. The product is [N:5]1[CH:6]=[CH:7][C:2]([C:11]#[C:10][CH2:9][CH2:8][C:12]2[O:13][C:14]3[CH:20]=[CH:19][CH:18]=[CH:17][C:15]=3[N:16]=2)=[N:3][CH:4]=1. The yield is 0.170. The reactants are Cl[C:2]1[CH:7]=[CH:6][N:5]=[CH:4][N:3]=1.[CH2:8]([C:12]1[O:13][C:14]2[CH:20]=[CH:19][CH:18]=[CH:17][C:15]=2[N:16]=1)[CH2:9][C:10]#[CH:11]. (4) The reactants are O[CH2:2][N:3]([CH2:9][CH:10]1[CH2:15][CH2:14][CH:13]=[CH:12][CH2:11]1)[C:4](=[O:8])[O:5][CH2:6][CH3:7].B(F)(F)F.CCOCC. The catalyst is ClCCl. The product is [CH:10]12[CH2:15][CH:14]([CH:13]=[CH:12][CH2:11]1)[CH2:2][N:3]([C:4]([O:5][CH2:6][CH3:7])=[O:8])[CH2:9]2. The yield is 0.740. (5) The reactants are [C-:1]#[N:2].[Na+].[NH2:4][C:5]1[CH:10]=[CH:9][C:8]([CH3:11])=[CH:7][CH:6]=1.[C:12]1(=O)[CH2:15][CH2:14][CH2:13]1.C(OCC)(=O)C. The catalyst is C(O)(=O)C. The product is [CH3:11][C:8]1[CH:9]=[CH:10][C:5]([NH:4][C:12]2([C:1]#[N:2])[CH2:15][CH2:14][CH2:13]2)=[CH:6][CH:7]=1. The yield is 0.920. (6) The reactants are C([O:4][C:5]1[CH:6]=[C:7]2[C:12](=[CH:13][CH:14]=1)[N:11]=[CH:10][CH:9]=[CH:8]2)C=C.[CH3:15][C:16]1C=CC(C)=C[CH:21]=1. No catalyst specified. The product is [CH2:21]([C:6]1[C:5]([OH:4])=[CH:14][CH:13]=[C:12]2[C:7]=1[CH:8]=[CH:9][CH:10]=[N:11]2)[CH:16]=[CH2:15]. The yield is 0.720.